From a dataset of Forward reaction prediction with 1.9M reactions from USPTO patents (1976-2016). Predict the product of the given reaction. (1) Given the reactants [Cl:1][C:2]1[CH:7]=[CH:6][CH:5]=[CH:4][C:3]=1/[CH:8]=[CH:9]/[C:10]([C:12]1[S:16][C:15]([C:17]([OH:19])=[O:18])=[CH:14][CH:13]=1)=O.[NH2:20][C:21]([NH2:23])=[O:22].CC(C)([O-])C.[Na+].Cl, predict the reaction product. The product is: [Cl:1][C:2]1[CH:7]=[CH:6][CH:5]=[CH:4][C:3]=1[C:8]1[NH:23][C:21](=[O:22])[N:20]=[C:10]([C:12]2[S:16][C:15]([C:17]([OH:19])=[O:18])=[CH:14][CH:13]=2)[CH:9]=1. (2) Given the reactants [N:1]1([CH2:7][C:8]([NH:10][C:11]2[CH:12]=[C:13]([CH:17]=[CH:18][C:19]=2[O:20][C:21]([F:24])([F:23])[F:22])[C:14]([OH:16])=O)=[O:9])[CH2:6][CH2:5][O:4][CH2:3][CH2:2]1.[C:25]1([C:32]2[CH:37]=[CH:36][CH:35]=[CH:34][CH:33]=2)[CH:30]=[CH:29][C:28]([NH2:31])=[CH:27][CH:26]=1.F[P-](F)(F)(F)(F)F.N1(O[P+](N2CCCC2)(N2CCCC2)N2CCCC2)C2C=CC=CC=2N=N1.C(N(C(C)C)CC)(C)C, predict the reaction product. The product is: [C:25]1([C:32]2[CH:37]=[CH:36][CH:35]=[CH:34][CH:33]=2)[CH:26]=[CH:27][C:28]([NH:31][C:14](=[O:16])[C:13]2[CH:17]=[CH:18][C:19]([O:20][C:21]([F:24])([F:23])[F:22])=[C:11]([NH:10][C:8](=[O:9])[CH2:7][N:1]3[CH2:2][CH2:3][O:4][CH2:5][CH2:6]3)[CH:12]=2)=[CH:29][CH:30]=1. (3) The product is: [N:28]1([C:25]2[CH:24]=[CH:23][C:22]([NH:21][C:14]3[C:13]4[C:18](=[CH:19][CH:20]=[C:11]([C:9]5[O:10][C:6]([CH:2]=[O:1])=[CH:7][CH:8]=5)[CH:12]=4)[N:17]=[CH:16][N:15]=3)=[CH:27][CH:26]=2)[CH2:29][CH2:30][O:31][CH2:32][CH2:33]1. Given the reactants [O:1]1CCO[CH:2]1[C:6]1[O:10][C:9]([C:11]2[CH:12]=[C:13]3[C:18](=[CH:19][CH:20]=2)[N:17]=[CH:16][N:15]=[C:14]3[NH:21][C:22]2[CH:27]=[CH:26][C:25]([N:28]3[CH2:33][CH2:32][O:31][CH2:30][CH2:29]3)=[CH:24][CH:23]=2)=[CH:8][CH:7]=1.O.C(Cl)Cl.CC(O)C.[OH-].[Na+], predict the reaction product. (4) Given the reactants [CH:1]12[CH2:8][CH2:7][CH:4]([CH2:5][CH2:6]1)[CH2:3][CH:2]2[C:9]1([CH3:17])[N:13]([CH3:14])[C:12](=[O:15])[NH:11][C:10]1=[O:16].Br[CH2:19][C:20]([C:22]1[NH:23][CH:24]=[CH:25][CH:26]=1)=[O:21], predict the reaction product. The product is: [CH:1]12[CH2:6][CH2:5][CH:4]([CH2:7][CH2:8]1)[CH2:3][CH:2]2[C:9]1([CH3:17])[N:13]([CH3:14])[C:12](=[O:15])[N:11]([CH2:19][C:20](=[O:21])[C:22]2[NH:23][CH:24]=[CH:25][CH:26]=2)[C:10]1=[O:16]. (5) Given the reactants [NH2:1][C@H:2]([C:8]([OH:10])=O)[CH2:3][CH2:4][C:5](=O)[NH2:6].O=[CH:12][C@@H:13]([C@H:15]([C@H:17]([C@@H:19]([CH2:21]O)O)O)O)[OH:14].N[C@H:24]([C:28](O)=[O:29])[CH:25](C)C.N[C@H](C(O)=O)CC(C)C.N[C@H](C(O)=O)[C@H](CC)C, predict the reaction product. The product is: [CH:12]1[C:13]([OH:14])=[CH:15][C:17]2[C:3]([CH2:4][CH2:5][NH2:6])=[CH:2][NH:1][C:19]=2[CH:21]=1.[NH2:6][CH2:5][CH2:4][C:3]1[CH:25]=[CH:24][C:28]([OH:29])=[C:8]([OH:10])[CH:2]=1. (6) Given the reactants [O:1]1[CH2:6][CH2:5][CH2:4][CH2:3][CH:2]1[O:7][CH2:8][C:9]1[CH:14]=[CH:13][N:12]=[C:11]([N:15]2[CH2:20][CH2:19][NH:18][CH2:17][CH2:16]2)[CH:10]=1.Cl[C:22]([O:24][CH2:25][C:26]1[CH:31]=[CH:30][CH:29]=[CH:28][CH:27]=1)=[O:23], predict the reaction product. The product is: [O:1]1[CH2:6][CH2:5][CH2:4][CH2:3][CH:2]1[O:7][CH2:8][C:9]1[CH:14]=[CH:13][N:12]=[C:11]([N:15]2[CH2:20][CH2:19][N:18]([C:22]([O:24][CH2:25][C:26]3[CH:31]=[CH:30][CH:29]=[CH:28][CH:27]=3)=[O:23])[CH2:17][CH2:16]2)[CH:10]=1. (7) The product is: [F:1][C:2]1[CH:11]=[C:10]2[C:5]([C:6]([C:28]([NH2:33])=[O:30])=[N:7][C:8]([C:12]3[CH:17]=[CH:16][CH:15]=[C:14]([C:18]#[C:19][C@:20]4([OH:27])[CH2:24][CH2:23][N:22]([CH3:25])[C:21]4=[O:26])[CH:13]=3)=[N:9]2)=[CH:4][CH:3]=1. Given the reactants [F:1][C:2]1[CH:11]=[C:10]2[C:5]([C:6]([C:28]([O:30]CC)=O)=[N:7][C:8]([C:12]3[CH:17]=[CH:16][CH:15]=[C:14]([C:18]#[C:19][C@:20]4([OH:27])[CH2:24][CH2:23][N:22]([CH3:25])[C:21]4=[O:26])[CH:13]=3)=[N:9]2)=[CH:4][CH:3]=1.[NH3:33], predict the reaction product.